Dataset: Full USPTO retrosynthesis dataset with 1.9M reactions from patents (1976-2016). Task: Predict the reactants needed to synthesize the given product. Given the product [F:1][C:2]1[N:10]=[C:9]2[C:5]([N:6]=[CH:7][N:8]2[CH3:20])=[C:4]([NH:11][C:12]2[C:13]([O:18][CH3:19])=[N:14][N:15]([CH3:17])[CH:16]=2)[N:3]=1, predict the reactants needed to synthesize it. The reactants are: [F:1][C:2]1[N:10]=[C:9]2[C:5]([N:6]=[CH:7][NH:8]2)=[C:4]([NH:11][C:12]2[C:13]([O:18][CH3:19])=[N:14][N:15]([CH3:17])[CH:16]=2)[N:3]=1.[C:20](=O)([O-])[O-].[K+].[K+].S(OC)(OC)(=O)=O.